From a dataset of Forward reaction prediction with 1.9M reactions from USPTO patents (1976-2016). Predict the product of the given reaction. (1) The product is: [CH2:8]([NH:10][C:11](=[O:40])[NH:12][C:13]1[CH:14]=[CH:15][C:16]([C:19]2[N:20]=[C:21]([N:33]3[CH2:38][CH2:37][O:36][CH2:35][C@@H:34]3[CH3:39])[C:22]3[CH2:27][N:26]([C:28]([O:30][CH2:31][CH3:32])=[O:29])[CH2:25][C:23]=3[N:24]=2)=[CH:17][CH:18]=1)[CH3:9]. Given the reactants FC(F)(F)C(O)=O.[CH2:8]([NH:10][C:11](=[O:40])[NH:12][C:13]1[CH:18]=[CH:17][C:16]([C:19]2[N:20]=[C:21]([N:33]3[CH2:38][CH2:37][O:36][CH2:35][C@@H:34]3[CH3:39])[C:22]3[CH2:27][N:26]([C:28]([O:30][CH2:31][CH3:32])=[O:29])[CH2:25][C:23]=3[N:24]=2)=[CH:15][CH:14]=1)[CH3:9].FC(F)(F)C(O)=O.CCN(C(C)C)C(C)C.ClC(OCC)=O, predict the reaction product. (2) Given the reactants [CH2:1]([CH:3]([CH2:14][CH3:15])[CH2:4][C:5]1([C:11](O)=[O:12])[CH2:10][CH2:9][CH2:8][CH2:7][CH2:6]1)[CH3:2].C1(C(O)=O)CCCCC1.S(Cl)([Cl:27])=O.C(C(CC)CC1(C(OC(C2(CC(CC)CC)CCCCC2)=O)=O)CCCCC1)C, predict the reaction product. The product is: [CH2:1]([CH:3]([CH2:14][CH3:15])[CH2:4][C:5]1([C:11]([Cl:27])=[O:12])[CH2:10][CH2:9][CH2:8][CH2:7][CH2:6]1)[CH3:2]. (3) Given the reactants CC(C)(C)CO[C:5]1[CH:13]=[CH:12][CH:11]=[C:10]2[C:6]=1[CH:7]=[C:8]([C:14]([OH:16])=[O:15])[NH:9]2.[CH3:19][C:20]([CH3:25])([CH3:24])[CH2:21][CH2:22][OH:23], predict the reaction product. The product is: [CH3:19][C:20]([CH3:25])([CH3:24])[CH2:21][CH2:22][O:23][C:5]1[CH:13]=[CH:12][CH:11]=[C:10]2[C:6]=1[CH:7]=[C:8]([C:14]([OH:16])=[O:15])[NH:9]2. (4) Given the reactants [Cl:1][C:2]1[C:7]([CH:8]=O)=[CH:6][C:5]([CH3:10])=[CH:4][N:3]=1.[CH2:11]([NH2:13])[CH3:12].C([BH3-])#N.[Na+].C(O)(=O)C, predict the reaction product. The product is: [Cl:1][C:2]1[C:7]([CH2:8][NH:13][CH2:11][CH3:12])=[CH:6][C:5]([CH3:10])=[CH:4][N:3]=1. (5) Given the reactants [Mg:1].[Ca:2].[O-2:3].[Mg+2].[O-2].[Ca+2].[C:7](=[O:9])=[O:8], predict the reaction product. The product is: [C:7](=[O:3])([OH:9])[O-:8].[Mg+2:1].[C:7](=[O:3])([OH:9])[O-:8].[C:7](=[O:3])([OH:9])[O-:8].[Ca+2:2].[C:7](=[O:3])([OH:9])[O-:8]. (6) The product is: [C:16]([CH2:15][N:14]([C:9]1[CH:10]=[N:11][CH:12]=[CH:13][C:8]=1[C:5]1[CH:6]=[CH:7][C:2]([F:1])=[CH:3][C:4]=1[O:18][CH3:19])[C:27](=[O:28])[C:26]1[CH:30]=[C:31]([C:33]([F:36])([F:34])[F:35])[CH:32]=[C:24]([S:21]([CH3:20])(=[O:23])=[O:22])[CH:25]=1)#[N:17]. Given the reactants [F:1][C:2]1[CH:7]=[CH:6][C:5]([C:8]2[CH:13]=[CH:12][N:11]=[CH:10][C:9]=2[NH:14][CH2:15][C:16]#[N:17])=[C:4]([O:18][CH3:19])[CH:3]=1.[CH3:20][S:21]([C:24]1[CH:25]=[C:26]([CH:30]=[C:31]([C:33]([F:36])([F:35])[F:34])[CH:32]=1)[C:27](O)=[O:28])(=[O:23])=[O:22], predict the reaction product.